Dataset: Drug-target binding data from BindingDB patent sources. Task: Regression. Given a target protein amino acid sequence and a drug SMILES string, predict the binding affinity score between them. We predict pAffinity (pAffinity = -log10(affinity in M)). Dataset: bindingdb_patent. (1) The small molecule is Cc1ccc(NC(=O)c2ccnc(c2)C(C)(C)C#N)cc1-c1nc2CCS(=O)(=O)c2c(n1)N1CCOCC1. The target protein (P04049) has sequence MEHIQGAWKTISNGFGFKDAVFDGSSCISPTIVQQFGYQRRASDDGKLTDPSKTSNTIRVFLPNKQRTVVNVRNGMSLHDCLMKALKVRGLQPECCAVFRLLHEHKGKKARLDWNTDAASLIGEELQVDFLDHVPLTTHNFARKTFLKLAFCDICQKFLLNGFRCQTCGYKFHEHCSTKVPTMCVDWSNIRQLLLFPNSTIGDSGVPALPSLTMRRMRESVSRMPVSSQHRYSTPHAFTFNTSSPSSEGSLSQRQRSTSTPNVHMVSTTLPVDSRMIEDAIRSHSESASPSALSSSPNNLSPTGWSQPKTPVPAQRERAPVSGTQEKNKIRPRGQRDSSYYWEIEASEVMLSTRIGSGSFGTVYKGKWHGDVAVKILKVVDPTPEQFQAFRNEVAVLRKTRHVNILLFMGYMTKDNLAIVTQWCEGSSLYKHLHVQETKFQMFQLIDIARQTAQGMDYLHAKNIIHRDMKSNNIFLHEGLTVKIGDFGLATVKSRWSGSQ.... The pAffinity is 9.3. (2) The drug is OC1CCN(C1)c1nc(nc2[nH]ncc12)-c1ccc(NS(=O)(=O)c2cc(Cl)ccc2F)c(F)c1. The target protein (O00141) has sequence MTVKTEAAKGTLTYSRMRGMVAILIAFMKQRRMGLNDFIQKIANNSYACKHPEVQSILKISQPQEPELMNANPSPPPSPSQQINLGPSSNPHAKPSDFHFLKVIGKGSFGKVLLARHKAEEVFYAVKVLQKKAILKKKEEKHIMSERNVLLKNVKHPFLVGLHFSFQTADKLYFVLDYINGGELFYHLQRERCFLEPRARFYAAEIASALGYLHSLNIVYRDLKPENILLDSQGHIVLTDFGLCKENIEHNSTTSTFCGTPEYLAPEVLHKQPYDRTVDWWCLGAVLYEMLYGLPPFYSRNTAEMYDNILNKPLQLKPNITNSARHLLEGLLQKDRTKRLGAKDDFMEIKSHVFFSLINWDDLINKKITPPFNPNVSGPNDLRHFDPEFTEEPVPNSIGKSPDSVLVTASVKEAAEAFLGFSYAPPTDSFL. The pAffinity is 7.0. (3) The compound is Clc1ccc(cc1)S(=O)(=O)n1c(nc2ccccc12)N1CCCCC1. The target protein (P30838) has sequence MSKISEAVKRARAAFSSGRTRPLQFRIQQLEALQRLIQEQEQELVGALAADLHKNEWNAYYEEVVYVLEEIEYMIQKLPEWAADEPVEKTPQTQQDELYIHSEPLGVVLVIGTWNYPFNLTIQPMVGAIAAGNSVVLKPSELSENMASLLATIIPQYLDKDLYPVINGGVPETTELLKERFDHILYTGSTGVGKIIMTAAAKHLTPVTLELGGKSPCYVDKNCDLDVACRRIAWGKFMNSGQTCVAPDYILCDPSIQNQIVEKLKKSLKEFYGEDAKKSRDYGRIISARHFQRVMGLIEGQKVAYGGTGDAATRYIAPTILTDVDPQSPVMQEEIFGPVLPIVCVRSLEEAIQFINQREKPLALYMFSSNDKVIKKMIAETSSGGVAANDVIVHITLHSLPFGGVGNSGMGSYHGKKSFETFSHRRSCLVRPLMNDEGLKVRYPPSPAKMTQH. The pAffinity is 4.0. (4) The drug is CN1CCN(CC1)C(=O)c1cc2cc(Nc3nccc(n3)-c3cn(C)cn3)cc(Cl)c2[nH]1. The target protein (P43405) has sequence MASSGMADSANHLPFFFGNITREEAEDYLVQGGMSDGLYLLRQSRNYLGGFALSVAHGRKAHHYTIERELNGTYAIAGGRTHASPADLCHYHSQESDGLVCLLKKPFNRPQGVQPKTGPFEDLKENLIREYVKQTWNLQGQALEQAIISQKPQLEKLIATTAHEKMPWFHGKISREESEQIVLIGSKTNGKFLIRARDNNGSYALCLLHEGKVLHYRIDKDKTGKLSIPEGKKFDTLWQLVEHYSYKADGLLRVLTVPCQKIGTQGNVNFGGRPQLPGSHPATWSAGGIISRIKSYSFPKPGHRKSSPAQGNRQESTVSFNPYEPELAPWAADKGPQREALPMDTEVYESPYADPEEIRPKEVYLDRKLLTLEDKELGSGNFGTVKKGYYQMKKVVKTVAVKILKNEANDPALKDELLAEANVMQQLDNPYIVRMIGICEAESWMLVMEMAELGPLNKYLQQNRHVKDKNIIELVHQVSMGMKYLEESNFVHRDLAARNV.... The pAffinity is 8.7. (5) The drug is N#Cc1cc(ccc1O[C@@H]1CCNC1)-c1ncnc(Nc2cccc(c2)N2CCOCC2)n1. The target protein (Q14164) has sequence MQSTANYLWHTDDLLGQGATASVYKARNKKSGELVAVKVFNTTSYLRPREVQVREFEVLRKLNHQNIVKLFAVEETGGSRQKVLVMEYCSSGSLLSVLESPENAFGLPEDEFLVVLRCVVAGMNHLRENGIVHRDIKPGNIMRLVGEEGQSIYKLTDFGAARELDDDEKFVSVYGTEEYLHPDMYERAVLRKPQQKAFGVTVDLWSIGVTLYHAATGSLPFIPFGGPRRNKEIMYRITTEKPAGAIAGAQRRENGPLEWSYTLPITCQLSLGLQSQLVPILANILEVEQAKCWGFDQFFAETSDILQRVVVHVFSLSQAVLHHIYIHAHNTIAIFQEAVHKQTSVAPRHQEYLFEGHLCVLEPSVSAQHIAHTTASSPLTLFSTAIPKGLAFRDPALDVPKFVPKVDLQADYNTAKGVLGAGYQALRLARALLDGQELMFRGLHWVMEVLQATCRRTLEVARTSLLYLSSSLGTERFSSVAGTPEIQELKAAAELRSRLR.... The pAffinity is 7.3. (6) The compound is Cc1nc2cnc3cc(F)c(cc3c2n1[C@H]1CCN(C[C@@H]1F)C(=O)C1CCO1)-c1ccc(Oc2ncccn2)cc1Cl. The pAffinity is 8.0. The target protein (Q02750) has sequence MPKKKPTPIQLNPAPDGSAVNGTSSAETNLEALQKKLEELELDEQQRKRLEAFLTQKQKVGELKDDDFEKISELGAGNGGVVFKVSHKPSGLVMARKLIHLEIKPAIRNQIIRELQVLHECNSPYIVGFYGAFYSDGEISICMEHMDGGSLDQVLKKAGRIPEQILGKVSIAVIKGLTYLREKHKIMHRDVKPSNILVNSRGEIKLCDFGVSGQLIDSMANSFVGTRSYMSPERLQGTHYSVQSDIWSMGLSLVEMAVGRYPIPPPDAKELELMFGCQVEGDAAETPPRPRTPGRPLSSYGMDSRPPMAIFELLDYIVNEPPPKLPSGVFSLEFQDFVNKCLIKNPAERADLKQLMVHAFIKRSDAEEVDFAGWLCSTIGLNQPSTPTHAAGV. (7) The target protein (P55211) has sequence MDEADRRLLRRCRLRLVEELQVDQLWDALLSRELFRPHMIEDIQRAGSGSRRDQARQLIIDLETRGSQALPLFISCLEDTGQDMLASFLRTNRQAAKLSKPTLENLTPVVLRPEIRKPEVLRPETPRPVDIGSGGFGDVGALESLRGNADLAYILSMEPCGHCLIINNVNFCRESGLRTRTGSNIDCEKLRRRFSSLHFMVEVKGDLTAKKMVLALLELAQQDHGALDCCVVVILSHGCQASHLQFPGAVYGTDGCPVSVEKIVNIFNGTSCPSLGGKPKLFFIQACGGEQKDHGFEVASTSPEDESPGSNPEPDATPFQEGLRTFDQLDAISSLPTPSDIFVSYSTFPGFVSWRDPKSGSWYVETLDDIFEQWAHSEDLQSLLLRVANAVSVKGIYKQMPGCFNFLRKKLFFKTS. The small molecule is CC(C)[C@H](NC(=O)[C@@H](NC(=O)[C@H](CC(O)=O)NC(=O)OCc1ccccc1)c1ccccc1)C(=O)N[C@@H](CC(O)=O)\C=C\S(C)(=O)=O. The pAffinity is 5.0. (8) The pAffinity is 8.7. The target protein (O14684) has sequence MPAHSLVMSSPALPAFLLCSTLLVIKMYVVAIITGQVRLRKKAFANPEDALRHGGPQYCRSDPDVERCLRAHRNDMETIYPFLFLGFVYSFLGPNPFVAWMHFLVFLVGRVAHTVAYLGKLRAPIRSVTYTLAQLPCASMALQILWEAARHL. The drug is COCc1nc2c(cc(NC(=O)c3ccccc3C(F)(F)F)cc2[nH]1)C(=O)Nc1nc2cc(Cl)ccc2o1. (9) The small molecule is COc1ccc(Cn2ccc3ccc(cc23)C(=O)NO)cc1. The target protein (Q9BY41) has sequence MEEPEEPADSGQSLVPVYIYSPEYVSMCDSLAKIPKRASMVHSLIEAYALHKQMRIVKPKVASMEEMATFHTDAYLQHLQKVSQEGDDDHPDSIEYGLGYDCPATEGIFDYAAAIGGATITAAQCLIDGMCKVAINWSGGWHHAKKDEASGFCYLNDAVLGILRLRRKFERILYVDLDLHHGDGVEDAFSFTSKVMTVSLHKFSPGFFPGTGDVSDVGLGKGRYYSVNVPIQDGIQDEKYYQICESVLKEVYQAFNPKAVVLQLGADTIAGDPMCSFNMTPVGIGKCLKYILQWQLATLILGGGGYNLANTARCWTYLTGVILGKTLSSEIPDHEFFTAYGPDYVLEITPSCRPDRNEPHRIQQILNYIKGNLKHVV. The pAffinity is 7.7.